Dataset: Reaction yield outcomes from USPTO patents with 853,638 reactions. Task: Predict the reaction yield, written as a fraction of the theoretical maximum amount of product (1.0 means a 100% yield; for example, 0.34 means a 34% yield). (1) The yield is 0.996. The catalyst is C1COCC1. The product is [OH:24][CH2:25][CH2:26][C:27]1[O:28][C:29]([CH2:32][CH2:33][O:34][CH2:35][C:36]2[CH:41]=[CH:40][CH:39]=[CH:38][CH:37]=2)=[CH:30][CH:31]=1. The reactants are [F-].C([N+](CCCC)(CCCC)CCCC)CCC.CC([Si](C)(C)[O:24][CH2:25][CH2:26][C:27]1[O:28][C:29]([CH2:32][CH2:33][O:34][CH2:35][C:36]2[CH:41]=[CH:40][CH:39]=[CH:38][CH:37]=2)=[CH:30][CH:31]=1)(C)C. (2) The reactants are [CH3:1][O:2][C:3]1[C:8]2[O:9][CH2:10][CH2:11][O:12][C:7]=2[C:6]([OH:13])=[CH:5][CH:4]=1.[C:14]([O-])([O-])=O.[K+].[K+].CI. The catalyst is CN(C=O)C.O. The product is [CH3:1][O:2][C:3]1[C:8]2[O:9][CH2:10][CH2:11][O:12][C:7]=2[C:6]([O:13][CH3:14])=[CH:5][CH:4]=1. The yield is 0.500. (3) The reactants are [CH2:1]([O:3][P:4]([CH2:9][C:10]1[CH:18]=[CH:17][C:13]([C:14](O)=[O:15])=[CH:12][CH:11]=1)([O:6][CH2:7][CH3:8])=[O:5])[CH3:2].B.C1COCC1.C1C=C[NH+]=CC=1.[O-][Cr](Cl)(=O)=O.C(OCC)C. The catalyst is C1COCC1.C(Cl)Cl. The product is [CH2:7]([O:6][P:4]([CH2:9][C:10]1[CH:11]=[CH:12][C:13]([CH:14]=[O:15])=[CH:17][CH:18]=1)([O:3][CH2:1][CH3:2])=[O:5])[CH3:8]. The yield is 0.770. (4) The yield is 0.150. The reactants are [N:1]1([CH2:7][C:8]2[C:16]3[C:11](=[CH:12][CH:13]=[C:14]([C:17]([O-:19])=O)[CH:15]=3)[NH:10][CH:9]=2)[CH2:6][CH2:5][CH2:4][CH2:3][CH2:2]1.[K+].[CH:21]([N:24]1[CH2:29][CH2:28][NH:27][CH2:26][CH2:25]1)([CH3:23])[CH3:22].C1C=CC2N(O)N=NC=2C=1.C(Cl)CCl. The product is [CH:21]([N:24]1[CH2:29][CH2:28][N:27]([C:17]([C:14]2[CH:15]=[C:16]3[C:11](=[CH:12][CH:13]=2)[NH:10][CH:9]=[C:8]3[CH2:7][N:1]2[CH2:2][CH2:3][CH2:4][CH2:5][CH2:6]2)=[O:19])[CH2:26][CH2:25]1)([CH3:23])[CH3:22]. The catalyst is CN(C=O)C. (5) The catalyst is CN(C=O)C. The reactants are Cl[CH2:2][C:3]1[N:4]=[N:5][C:6]([C:9]2[CH:14]=[CH:13][CH:12]=[CH:11][N:10]=2)=[CH:7][CH:8]=1.[N-:15]=[N+:16]=[N-:17].[Na+].O. The yield is 0.700. The product is [N:15]([CH2:2][C:3]1[N:4]=[N:5][C:6]([C:9]2[CH:14]=[CH:13][CH:12]=[CH:11][N:10]=2)=[CH:7][CH:8]=1)=[N+:16]=[N-:17].